This data is from NCI-60 drug combinations with 297,098 pairs across 59 cell lines. The task is: Regression. Given two drug SMILES strings and cell line genomic features, predict the synergy score measuring deviation from expected non-interaction effect. (1) Drug 1: C1=NC2=C(N=C(N=C2N1C3C(C(C(O3)CO)O)O)F)N. Drug 2: C1CC(C1)(C(=O)O)C(=O)O.[NH2-].[NH2-].[Pt+2]. Cell line: SW-620. Synergy scores: CSS=2.04, Synergy_ZIP=-1.09, Synergy_Bliss=-0.162, Synergy_Loewe=-1.82, Synergy_HSA=-1.26. (2) Drug 1: CCC1=CC2CC(C3=C(CN(C2)C1)C4=CC=CC=C4N3)(C5=C(C=C6C(=C5)C78CCN9C7C(C=CC9)(C(C(C8N6C)(C(=O)OC)O)OC(=O)C)CC)OC)C(=O)OC.C(C(C(=O)O)O)(C(=O)O)O. Drug 2: C1=NC2=C(N=C(N=C2N1C3C(C(C(O3)CO)O)F)Cl)N. Cell line: SK-MEL-28. Synergy scores: CSS=48.8, Synergy_ZIP=-4.92, Synergy_Bliss=-1.41, Synergy_Loewe=-4.07, Synergy_HSA=2.56. (3) Drug 1: C1=CC(=CC=C1C#N)C(C2=CC=C(C=C2)C#N)N3C=NC=N3. Drug 2: C(CC(=O)O)C(=O)CN.Cl. Cell line: HOP-92. Synergy scores: CSS=23.4, Synergy_ZIP=-1.46, Synergy_Bliss=1.26, Synergy_Loewe=4.06, Synergy_HSA=4.63. (4) Drug 1: C1=CC(=CC=C1CCCC(=O)O)N(CCCl)CCCl. Drug 2: CN1C2=C(C=C(C=C2)N(CCCl)CCCl)N=C1CCCC(=O)O.Cl. Cell line: SF-268. Synergy scores: CSS=44.4, Synergy_ZIP=-3.22, Synergy_Bliss=-2.67, Synergy_Loewe=-7.10, Synergy_HSA=-4.54. (5) Drug 1: C1=CC=C(C(=C1)C(C2=CC=C(C=C2)Cl)C(Cl)Cl)Cl. Drug 2: C1CC(=O)NC(=O)C1N2C(=O)C3=CC=CC=C3C2=O. Cell line: RPMI-8226. Synergy scores: CSS=-1.01, Synergy_ZIP=4.00, Synergy_Bliss=8.07, Synergy_Loewe=0.284, Synergy_HSA=1.22. (6) Synergy scores: CSS=74.6, Synergy_ZIP=-1.50, Synergy_Bliss=-2.49, Synergy_Loewe=-2.05, Synergy_HSA=0.839. Cell line: CCRF-CEM. Drug 1: CC(CN1CC(=O)NC(=O)C1)N2CC(=O)NC(=O)C2. Drug 2: C1=CN(C(=O)N=C1N)C2C(C(C(O2)CO)O)O.Cl. (7) Drug 1: CC1=C(C(=O)C2=C(C1=O)N3CC4C(C3(C2COC(=O)N)OC)N4)N. Drug 2: COCCOC1=C(C=C2C(=C1)C(=NC=N2)NC3=CC=CC(=C3)C#C)OCCOC.Cl. Cell line: SF-268. Synergy scores: CSS=1.45, Synergy_ZIP=1.05, Synergy_Bliss=-0.206, Synergy_Loewe=-14.8, Synergy_HSA=-3.12. (8) Drug 1: CC(C1=C(C=CC(=C1Cl)F)Cl)OC2=C(N=CC(=C2)C3=CN(N=C3)C4CCNCC4)N. Drug 2: C1=NC2=C(N1)C(=S)N=C(N2)N. Cell line: HOP-62. Synergy scores: CSS=29.7, Synergy_ZIP=0.177, Synergy_Bliss=-1.04, Synergy_Loewe=-7.08, Synergy_HSA=-1.96. (9) Cell line: TK-10. Drug 2: C1=NC2=C(N=C(N=C2N1C3C(C(C(O3)CO)O)F)Cl)N. Drug 1: CN(C)N=NC1=C(NC=N1)C(=O)N. Synergy scores: CSS=8.64, Synergy_ZIP=-10.8, Synergy_Bliss=-6.42, Synergy_Loewe=-15.5, Synergy_HSA=-7.75.